Dataset: Catalyst prediction with 721,799 reactions and 888 catalyst types from USPTO. Task: Predict which catalyst facilitates the given reaction. (1) Reactant: C(Cl)(Cl)Cl.[CH3:5][C:6]1[CH:7]=[C:8]([CH:13]2[C:17]([OH:18])=[C:16]([C:19]([CH3:21])=[O:20])[CH2:15][S:14]2)[CH:9]=[CH:10][C:11]=1[CH3:12].S(Cl)(Cl)(=O)=O.O. Product: [CH3:5][C:6]1[CH:7]=[C:8]([C:13]2[S:14][CH:15]=[C:16]([C:19]([CH3:21])=[O:20])[C:17]=2[OH:18])[CH:9]=[CH:10][C:11]=1[CH3:12]. The catalyst class is: 32. (2) Reactant: [CH3:1][O:2][C:3]1[CH:10]=[CH:9][C:6]([CH2:7]Cl)=[CH:5][CH:4]=1.[OH:11][C:12]1[CH:13]=[C:14]([CH:17]=[CH:18][C:19]=1[OH:20])[CH:15]=[O:16].C(=O)([O-])[O-].[Cs+].[Cs+]. Product: [OH:11][C:12]1[CH:13]=[C:14]([CH:17]=[CH:18][C:19]=1[O:20][CH2:7][C:6]1[CH:9]=[CH:10][C:3]([O:2][CH3:1])=[CH:4][CH:5]=1)[CH:15]=[O:16]. The catalyst class is: 711. (3) Reactant: [CH3:1][CH2:2][CH2:3][CH2:4][CH2:5][N:6]([CH2:8][CH2:9][C:10]([P:16]([OH:19])([OH:18])=[O:17])([P:12]([OH:15])([OH:14])=[O:13])[OH:11])[CH3:7].[OH-].[Ca+2:21].[OH-]. Product: [Ca:21].[CH3:1][CH2:2][CH2:3][CH2:4][CH2:5][N:6]([CH2:8][CH2:9][C:10]([P:16]([OH:19])([OH:18])=[O:17])([P:12]([OH:15])([OH:14])=[O:13])[OH:11])[CH3:7]. The catalyst class is: 6. (4) Product: [ClH:25].[Cl:25][C:26]1[CH:27]=[CH:28][C:29]([C@H:32]2[C@@H:36]([C:37]3[CH:38]=[CH:39][C:40]([Cl:43])=[CH:41][CH:42]=3)[N:35]([C:44]([N:12]3[CH2:11][CH2:10][N:9]([CH2:8][C:7]([N:1]4[CH2:2][CH2:3][O:4][CH2:5][CH2:6]4)=[O:15])[CH2:14][CH2:13]3)=[O:45])[C:34]([C:47]3[CH:52]=[CH:51][C:50]([C:53]#[N:54])=[CH:49][C:48]=3[O:55][CH2:56][CH3:57])=[N:33]2)=[CH:30][CH:31]=1. The catalyst class is: 34. Reactant: [N:1]1([C:7](=[O:15])[CH2:8][N:9]2[CH2:14][CH2:13][NH:12][CH2:11][CH2:10]2)[CH2:6][CH2:5][O:4][CH2:3][CH2:2]1.C(N(C(C)C)CC)(C)C.[Cl:25][C:26]1[CH:31]=[CH:30][C:29]([C@H:32]2[C@@H:36]([C:37]3[CH:42]=[CH:41][C:40]([Cl:43])=[CH:39][CH:38]=3)[N:35]([C:44](Cl)=[O:45])[C:34]([C:47]3[CH:52]=[CH:51][C:50]([C:53]#[N:54])=[CH:49][C:48]=3[O:55][CH2:56][CH3:57])=[N:33]2)=[CH:28][CH:27]=1.Cl. (5) Reactant: [CH2:1]([O:8][C:9]([CH2:11][CH2:12][CH2:13][C@H:14]([NH:34]C(OC(C)(C)C)=O)[C:15]([O:17][C@@H:18]([CH2:23][C:24]1[CH:33]=[CH:32][C:31]2[C:26](=[CH:27][CH:28]=[CH:29][CH:30]=2)[CH:25]=1)[CH2:19][C:20]([NH2:22])=[O:21])=[O:16])=[O:10])[C:2]1[CH:7]=[CH:6][CH:5]=[CH:4][CH:3]=1.[ClH:42]. Product: [ClH:42].[NH2:34][C@@H:14]([CH2:13][CH2:12][CH2:11][C:9]([O:8][CH2:1][C:2]1[CH:7]=[CH:6][CH:5]=[CH:4][CH:3]=1)=[O:10])[C:15]([O:17][C@@H:18]([CH2:23][C:24]1[CH:33]=[CH:32][C:31]2[C:26](=[CH:27][CH:28]=[CH:29][CH:30]=2)[CH:25]=1)[CH2:19][C:20]([NH2:22])=[O:21])=[O:16]. The catalyst class is: 13.